From a dataset of Forward reaction prediction with 1.9M reactions from USPTO patents (1976-2016). Predict the product of the given reaction. (1) Given the reactants Cl[C:2]1[C:11]([CH3:12])=[C:10]([Cl:13])[C:9]2[C:4](=[CH:5][C:6]([F:15])=[CH:7][C:8]=2[F:14])[N:3]=1.[CH3:16][S:17]([C:19]1[CH:24]=[CH:23][CH:22]=[CH:21][C:20]=1B(O)O)=[O:18], predict the reaction product. The product is: [Cl:13][C:10]1[C:9]2[C:4](=[CH:5][C:6]([F:15])=[CH:7][C:8]=2[F:14])[N:3]=[C:2]([C:20]2[CH:21]=[CH:22][CH:23]=[CH:24][C:19]=2[S:17]([CH3:16])=[O:18])[C:11]=1[CH3:12]. (2) Given the reactants S([O-])(O)(=O)=O.[K+].C([O:10][C:11]1[O:12][CH2:13][C:14](=O)[C:15]=1C(OC(C)C)=O)(C)C.[Cl:23][C:24]1[N:29]=[CH:28][C:27]([CH2:30][NH:31][CH2:32][CH:33]([F:35])[F:34])=[CH:26][CH:25]=1, predict the reaction product. The product is: [Cl:23][C:24]1[N:29]=[CH:28][C:27]([CH2:30][N:31]([CH2:32][CH:33]([F:35])[F:34])[C:14]2[CH2:13][O:12][C:11](=[O:10])[CH:15]=2)=[CH:26][CH:25]=1. (3) Given the reactants C([N:4]([C:6](=[O:37])[C:7]1[CH:12]=[C:11]([C:13]#[N:14])[CH:10]=[CH:9][C:8]=1[CH:15]1[C:20]([C:21](=O)[CH3:22])=[C:19]([CH3:24])[N:18]([C:25]2[CH:30]=[CH:29][CH:28]=[C:27]([C:31]([F:34])([F:33])[F:32])[CH:26]=2)[C:17](=[O:35])[N:16]1[CH3:36])[NH2:5])(=O)C.[OH-:38].COC(NS([N+](CC)(CC)[CH2:48][CH3:49])(=O)=O)=O, predict the reaction product. The product is: [C:21]([C:20]1[CH:15]([C:8]2[CH:9]=[CH:10][C:11]([C:13]#[N:14])=[CH:12][C:7]=2[C:6]2[O:37][C:48]([CH3:49])=[N:5][N:4]=2)[N:16]([CH3:36])[C:17](=[O:35])[N:18]([C:25]2[CH:30]=[CH:29][CH:28]=[C:27]([C:31]([F:33])([F:34])[F:32])[CH:26]=2)[C:19]=1[CH3:24])(=[O:38])[CH3:22].